From a dataset of CYP2C9 inhibition data for predicting drug metabolism from PubChem BioAssay. Regression/Classification. Given a drug SMILES string, predict its absorption, distribution, metabolism, or excretion properties. Task type varies by dataset: regression for continuous measurements (e.g., permeability, clearance, half-life) or binary classification for categorical outcomes (e.g., BBB penetration, CYP inhibition). Dataset: cyp2c9_veith. (1) The drug is CC(C)c1ccc(C(c2c(O)c3ccccc3oc2=O)c2c(O)c3ccccc3oc2=O)cc1. The result is 1 (inhibitor). (2) The molecule is O=C(Nc1cccc(C(F)(F)F)c1)N(Cc1ccc(Cl)cc1)CC(O)C(F)(F)F. The result is 1 (inhibitor). (3) The drug is Cn1cccc1C(=O)N1CCC2(CCCN(Cc3ccncc3)C2)CC1. The result is 1 (inhibitor).